Dataset: Forward reaction prediction with 1.9M reactions from USPTO patents (1976-2016). Task: Predict the product of the given reaction. Given the reactants [CH3:1][C:2]1[N:7]=[CH:6][C:5]([C:8]([OH:10])=O)=[CH:4][CH:3]=1.C(Cl)(=O)C(Cl)=O.[NH2:17][CH2:18][C:19]1[C:24]([CH3:25])=[N:23][C:22]2[N:26]([CH2:29][CH3:30])[N:27]=[CH:28][C:21]=2[C:20]=1[NH:31][CH:32]1[CH2:37][CH2:36][O:35][CH2:34][CH2:33]1.CCN(C(C)C)C(C)C, predict the reaction product. The product is: [CH2:29]([N:26]1[C:22]2=[N:23][C:24]([CH3:25])=[C:19]([CH2:18][NH:17][C:8]([C:5]3[CH:6]=[N:7][C:2]([CH3:1])=[CH:3][CH:4]=3)=[O:10])[C:20]([NH:31][CH:32]3[CH2:33][CH2:34][O:35][CH2:36][CH2:37]3)=[C:21]2[CH:28]=[N:27]1)[CH3:30].